From a dataset of Full USPTO retrosynthesis dataset with 1.9M reactions from patents (1976-2016). Predict the reactants needed to synthesize the given product. Given the product [CH2:1]([C@@H:8]1[CH2:13][N:12]([CH2:14][C:15]2[CH:16]=[CH:17][CH:18]=[CH:19][CH:20]=2)[CH2:11][CH2:10][N:9]1[C:21]([C:23]1[CH:27]=[C:26]([CH3:28])[N:25]([C:29]2[CH:30]=[C:31]([N:35]3[CH2:40][CH2:39][CH:38]([C:41]([OH:43])=[O:42])[CH2:37][CH2:36]3)[CH:32]=[CH:33][CH:34]=2)[C:24]=1[C:46]1[CH:47]=[CH:48][CH:49]=[CH:50][CH:51]=1)=[O:22])[C:2]1[CH:7]=[CH:6][CH:5]=[CH:4][CH:3]=1, predict the reactants needed to synthesize it. The reactants are: [CH2:1]([C@@H:8]1[CH2:13][N:12]([CH2:14][C:15]2[CH:20]=[CH:19][CH:18]=[CH:17][CH:16]=2)[CH2:11][CH2:10][N:9]1[C:21]([C:23]1[CH:27]=[C:26]([CH3:28])[N:25]([C:29]2[CH:30]=[C:31]([N:35]3[CH2:40][CH2:39][CH:38]([C:41]([O:43]CC)=[O:42])[CH2:37][CH2:36]3)[CH:32]=[CH:33][CH:34]=2)[C:24]=1[C:46]1[CH:51]=[CH:50][CH:49]=[CH:48][CH:47]=1)=[O:22])[C:2]1[CH:7]=[CH:6][CH:5]=[CH:4][CH:3]=1.[OH-].[Na+].